This data is from Catalyst prediction with 721,799 reactions and 888 catalyst types from USPTO. The task is: Predict which catalyst facilitates the given reaction. (1) Reactant: C([SnH](CCCC)CCCC)CCC.N(C(C)(C)C#N)=NC(C)(C)C#N.[CH2:26]([O:33][C:34]1[C:43]([CH:44](OC(N2C=CN=C2)=S)[C:45]([F:48])([F:47])[F:46])=[C:42]2[C:37]([C:38](=[O:74])[C:39]([CH3:73])=[C:40]([CH:57]3[CH2:62][CH2:61][N:60]([C:63]([O:65][CH2:66][C:67]4[CH:72]=[CH:71][CH:70]=[CH:69][CH:68]=4)=[O:64])[CH2:59][CH2:58]3)[O:41]2)=[CH:36][CH:35]=1)[C:27]1[CH:32]=[CH:31][CH:30]=[CH:29][CH:28]=1. Product: [CH2:26]([O:33][C:34]1[C:43]([CH2:44][C:45]([F:46])([F:47])[F:48])=[C:42]2[C:37]([C:38](=[O:74])[C:39]([CH3:73])=[C:40]([CH:57]3[CH2:62][CH2:61][N:60]([C:63]([O:65][CH2:66][C:67]4[CH:72]=[CH:71][CH:70]=[CH:69][CH:68]=4)=[O:64])[CH2:59][CH2:58]3)[O:41]2)=[CH:36][CH:35]=1)[C:27]1[CH:28]=[CH:29][CH:30]=[CH:31][CH:32]=1. The catalyst class is: 7. (2) Reactant: Cl.CC1(C)[O:7][CH:6]([CH2:8][N:9]2[C:17]3[C:12](=[CH:13][CH:14]=[CH:15][CH:16]=3)[C:11]([C:18]([C:24]3[CH:39]=[CH:38][C:27]4[N:28]([C:31]5[CH:36]=[CH:35][C:34]([F:37])=[CH:33][CH:32]=5)[N:29]=[N:30][C:26]=4[CH:25]=3)([OH:23])[C:19]([F:22])([F:21])[F:20])=[CH:10]2)[CH2:5][O:4]1. Product: [F:21][C:19]([F:20])([F:22])[C:18]([C:11]1[C:12]2[C:17](=[CH:16][CH:15]=[CH:14][CH:13]=2)[N:9]([CH2:8][CH:6]([OH:7])[CH2:5][OH:4])[CH:10]=1)([C:24]1[CH:39]=[CH:38][C:27]2[N:28]([C:31]3[CH:32]=[CH:33][C:34]([F:37])=[CH:35][CH:36]=3)[N:29]=[N:30][C:26]=2[CH:25]=1)[OH:23]. The catalyst class is: 10. (3) Reactant: [CH3:1][O:2][C:3]1[CH:4]=[C:5]([CH:9]=[CH:10][N:11]=1)[C:6](O)=[O:7].CN1CCOCC1.ClC(OCC)=O.[BH4-].[Na+]. Product: [CH3:1][O:2][C:3]1[CH:4]=[C:5]([CH2:6][OH:7])[CH:9]=[CH:10][N:11]=1. The catalyst class is: 83. (4) Reactant: [NH2:1][CH:2]([C:20]1[CH:25]=[CH:24][CH:23]=[CH:22][CH:21]=1)[C:3]1[CH:19]=[CH:18][C:6]([O:7][CH2:8][C:9]2[O:13][C:12]([C:14]([O:16][CH3:17])=[O:15])=[CH:11][CH:10]=2)=[CH:5][CH:4]=1.Cl.[C:27](Cl)(=[O:37])[O:28][C@@H:29]1[CH:34]2[CH2:35][CH2:36][N:31]([CH2:32][CH2:33]2)[CH2:30]1. Product: [C:20]1([CH:2]([NH:1][C:27]([O:28][C@@H:29]2[CH:34]3[CH2:35][CH2:36][N:31]([CH2:32][CH2:33]3)[CH2:30]2)=[O:37])[C:3]2[CH:19]=[CH:18][C:6]([O:7][CH2:8][C:9]3[O:13][C:12]([C:14]([O:16][CH3:17])=[O:15])=[CH:11][CH:10]=3)=[CH:5][CH:4]=2)[CH:21]=[CH:22][CH:23]=[CH:24][CH:25]=1. The catalyst class is: 17. (5) Reactant: [NH2:1][C:2]1[N:7]=[C:6]([N:8]2[C:16]3[C:11](=[CH:12][CH:13]=[C:14]([C:17]#[C:18][C:19]([C:22]4[N:23]=[CH:24][N:25](C(C5C=CC=CC=5)(C5C=CC=CC=5)C5C=CC=CC=5)[CH:26]=4)([OH:21])[CH3:20])[CH:15]=3)[C:10]([CH3:46])=[N:9]2)[CH:5]=[CH:4][N:3]=1.FC(F)(F)C(O)=O. Product: [NH2:1][C:2]1[N:7]=[C:6]([N:8]2[C:16]3[C:11](=[CH:12][CH:13]=[C:14]([C:17]#[C:18][C:19]([C:22]4[N:23]=[CH:24][NH:25][CH:26]=4)([OH:21])[CH3:20])[CH:15]=3)[C:10]([CH3:46])=[N:9]2)[CH:5]=[CH:4][N:3]=1. The catalyst class is: 2.